Dataset: Forward reaction prediction with 1.9M reactions from USPTO patents (1976-2016). Task: Predict the product of the given reaction. Given the reactants Br[CH2:2][C:3]1[CH:4]=[C:5](CN(CC)CC)C=[CH:7][C:8]=1[Cl:9].[CH3:16][C:17]1[N:22]=[C:21]([SH:23])[N:20]=[C:19]([OH:24])[CH:18]=1.[CH2:25]([N:27]([CH2:30][CH3:31])[CH2:28][CH3:29])[CH3:26], predict the reaction product. The product is: [Cl:9][C:8]1[CH:7]=[C:26]([CH2:25][N:27]([CH2:30][CH3:31])[CH2:28][CH3:29])[CH:5]=[CH:4][C:3]=1[CH2:2][S:23][C:21]1[N:20]=[C:19]([OH:24])[CH:18]=[C:17]([CH3:16])[N:22]=1.